This data is from Catalyst prediction with 721,799 reactions and 888 catalyst types from USPTO. The task is: Predict which catalyst facilitates the given reaction. Reactant: [CH3:1][C@H:2]1[CH2:7][C@@H:6]([OH:8])[C@H:5]([CH:9]([CH3:11])[CH3:10])[CH2:4][CH2:3]1.[C:12]([O:18]C)(=[O:17])[CH2:13][C:14]([CH3:16])=[O:15].C1(C)C=CC(S(O)(=O)=O)=CC=1.CCCCCCC. Product: [CH3:1][C@H:2]1[CH2:7][C@@H:6]([OH:8])[C@H:5]([CH:9]([CH3:11])[CH3:10])[CH2:4][CH2:3]1.[C:12]([O-:18])(=[O:17])[CH2:13][C:14]([CH3:16])=[O:15]. The catalyst class is: 5.